Dataset: Reaction yield outcomes from USPTO patents with 853,638 reactions. Task: Predict the reaction yield, written as a fraction of the theoretical maximum amount of product (1.0 means a 100% yield; for example, 0.34 means a 34% yield). (1) The reactants are [Cl:1][C:2]1[CH:3]=[C:4](B(O)O)[CH:5]=[CH:6][CH:7]=1.Cl[C:12]1[C:17]([CH2:18][OH:19])=[CH:16][CH:15]=[CH:14][N:13]=1.C(=O)(O)[O-].[Na+].O1CCOCC1. The catalyst is O.C1C=CC(P(C2C=CC=CC=2)[C-]2C=CC=C2)=CC=1.C1C=CC(P(C2C=CC=CC=2)[C-]2C=CC=C2)=CC=1.Cl[Pd]Cl.[Fe+2]. The product is [Cl:1][C:2]1[CH:3]=[C:4]([C:12]2[C:17]([CH2:18][OH:19])=[CH:16][CH:15]=[CH:14][N:13]=2)[CH:5]=[CH:6][CH:7]=1. The yield is 0.780. (2) The reactants are [CH3:1]C([O-])(C)C.[K+].[F:7][C:8]1[CH:15]=[CH:14][C:13]([O:16][CH:17]([CH3:19])[CH3:18])=[CH:12][C:9]=1[CH:10]=O. The catalyst is C(OCC)C. The product is [F:7][C:8]1[CH:15]=[CH:14][C:13]([O:16][CH:17]([CH3:19])[CH3:18])=[CH:12][C:9]=1[CH:10]=[CH2:1]. The yield is 0.890.